Regression. Given a peptide amino acid sequence and an MHC pseudo amino acid sequence, predict their binding affinity value. This is MHC class I binding data. From a dataset of Peptide-MHC class I binding affinity with 185,985 pairs from IEDB/IMGT. (1) The peptide sequence is QDPLLGTLS. The MHC is HLA-B40:02 with pseudo-sequence HLA-B40:02. The binding affinity (normalized) is 0.127. (2) The peptide sequence is AVDPAKAYK. The MHC is HLA-B40:01 with pseudo-sequence HLA-B40:01. The binding affinity (normalized) is 0.0847. (3) The peptide sequence is VTECKLIYY. The MHC is HLA-A31:01 with pseudo-sequence HLA-A31:01. The binding affinity (normalized) is 0.0847. (4) The peptide sequence is KPKHLYVSM. The MHC is HLA-B57:01 with pseudo-sequence HLA-B57:01. The binding affinity (normalized) is 0.0847. (5) The peptide sequence is DAAASSLLY. The MHC is HLA-A02:02 with pseudo-sequence HLA-A02:02. The binding affinity (normalized) is 0.0731.